This data is from Peptide-MHC class I binding affinity with 185,985 pairs from IEDB/IMGT. The task is: Regression. Given a peptide amino acid sequence and an MHC pseudo amino acid sequence, predict their binding affinity value. This is MHC class I binding data. (1) The peptide sequence is IPYHIVNIV. The MHC is HLA-A03:01 with pseudo-sequence HLA-A03:01. The binding affinity (normalized) is 0.0847. (2) The peptide sequence is SRQKSGGSGGGF. The MHC is HLA-B27:05 with pseudo-sequence HLA-B27:05. The binding affinity (normalized) is 0.00572. (3) The peptide sequence is RLDKVEAEV. The MHC is HLA-A02:03 with pseudo-sequence HLA-A02:03. The binding affinity (normalized) is 0.397. (4) The peptide sequence is FPSNMMVVT. The MHC is HLA-A02:11 with pseudo-sequence HLA-A02:11. The binding affinity (normalized) is 0.0847. (5) The peptide sequence is NHINVHLSL. The MHC is HLA-B38:01 with pseudo-sequence YYSEYRNICTNTYENIAYLRYNFYTWAVLTYTWY. The binding affinity (normalized) is 0.599.